Predict the reaction yield, written as a fraction of the theoretical maximum amount of product (1.0 means a 100% yield; for example, 0.34 means a 34% yield). From a dataset of Reaction yield outcomes from USPTO patents with 853,638 reactions. (1) The reactants are [Cl:1][C:2]1[CH:27]=[CH:26][C:5]2[N:6]3[C:10]([CH2:11][NH:12][CH2:13][C:4]=2[CH:3]=1)=[N:9][N:8]=[C:7]3[CH:14]1[CH2:19][CH2:18][N:17]([C:20]2[N:25]=[CH:24][CH:23]=[CH:22][N:21]=2)[CH2:16][CH2:15]1.[CH3:28][C:29]([CH3:31])=O. No catalyst specified. The product is [Cl:1][C:2]1[CH:27]=[CH:26][C:5]2[N:6]3[C:10]([CH2:11][N:12]([CH:29]([CH3:31])[CH3:28])[CH2:13][C:4]=2[CH:3]=1)=[N:9][N:8]=[C:7]3[CH:14]1[CH2:19][CH2:18][N:17]([C:20]2[N:21]=[CH:22][CH:23]=[CH:24][N:25]=2)[CH2:16][CH2:15]1. The yield is 0.650. (2) The reactants are [OH:1][C:2]1[C:11]2[C:10]([CH3:13])([CH3:12])[CH2:9][CH2:8][C:7]([CH3:15])([CH3:14])[C:6]=2[CH:5]=[C:4]([Se:16][C:17]#[C:18][C:19]2[CH:28]=[CH:27][C:22]([C:23]([O:25][CH3:26])=[O:24])=[CH:21][CH:20]=2)[CH:3]=1.C(=O)([O-])[O-].[K+].[K+].[F:35][C:36]1[CH:37]=[C:38]([CH:41]=[CH:42][C:43]=1[F:44])[CH2:39]Br. No catalyst specified. The product is [CH3:13][C:10]1([CH3:12])[CH2:9][CH2:8][C:7]([CH3:14])([CH3:15])[C:6]2[CH:5]=[C:4]([Se:16][C:17]#[C:18][C:19]3[CH:28]=[CH:27][C:22]([C:23]([O:25][CH3:26])=[O:24])=[CH:21][CH:20]=3)[CH:3]=[C:2]([O:1][CH2:39][C:38]3[CH:41]=[CH:42][C:43]([F:44])=[C:36]([F:35])[CH:37]=3)[C:11]1=2. The yield is 0.860. (3) The reactants are [CH3:1][C:2]1[S:6][C:5]([CH:7]=O)=[CH:4][CH:3]=1.[N+:9]([CH3:12])([O-:11])=[O:10].[OH-].[Na+].Cl. The catalyst is CO.O. The product is [CH3:1][C:2]1[S:6][C:5](/[CH:7]=[CH:12]/[N+:9]([O-:11])=[O:10])=[CH:4][CH:3]=1. The yield is 0.510. (4) The reactants are Cl[C:2]1[C:7]([Cl:8])=[N:6][CH:5]=[CH:4][N:3]=1.[CH3:9][NH:10][CH2:11][CH2:12][O:13][C:14]1[CH:19]=[CH:18][CH:17]=[CH:16][CH:15]=1. The catalyst is CN(C=O)C. The product is [Cl:8][C:7]1[C:2]([N:10]([CH3:9])[CH2:11][CH2:12][O:13][C:14]2[CH:19]=[CH:18][CH:17]=[CH:16][CH:15]=2)=[N:3][CH:4]=[CH:5][N:6]=1. The yield is 0.710. (5) The reactants are CCN(C(C)C)C(C)C.[OH:10][C:11]1([C:30]2[CH:40]=[CH:39][C:33]([O:34][CH2:35][C:36](O)=[O:37])=[CH:32][CH:31]=2)[CH2:16][CH2:15][N:14]([C:17]2[CH:18]=[CH:19][C:20]3[N:21]([C:23]([C:26]([F:29])([F:28])[F:27])=[N:24][N:25]=3)[N:22]=2)[CH2:13][CH2:12]1.[CH3:41][O:42][CH2:43][CH2:44][NH:45][CH3:46].CN(C(ON1N=NC2C=CC=NC1=2)=[N+](C)C)C.F[P-](F)(F)(F)(F)F. The catalyst is CN(C=O)C.O. The product is [OH:10][C:11]1([C:30]2[CH:40]=[CH:39][C:33]([O:34][CH2:35][C:36]([N:45]([CH2:44][CH2:43][O:42][CH3:41])[CH3:46])=[O:37])=[CH:32][CH:31]=2)[CH2:16][CH2:15][N:14]([C:17]2[CH:18]=[CH:19][C:20]3[N:21]([C:23]([C:26]([F:28])([F:27])[F:29])=[N:24][N:25]=3)[N:22]=2)[CH2:13][CH2:12]1. The yield is 0.489. (6) The reactants are [CH3:1][O:2][C:3]1[CH:11]=[CH:10][C:6]([C:7]([NH2:9])=[S:8])=[CH:5][CH:4]=1.[CH2:12]([O:14][C:15](=[O:21])[CH:16](Cl)[C:17](=O)[CH3:18])[CH3:13]. The catalyst is C(O)C. The product is [CH2:12]([O:14][C:15]([C:16]1[S:8][C:7]([C:6]2[CH:10]=[CH:11][C:3]([O:2][CH3:1])=[CH:4][CH:5]=2)=[N:9][C:17]=1[CH3:18])=[O:21])[CH3:13]. The yield is 0.700.